From a dataset of Full USPTO retrosynthesis dataset with 1.9M reactions from patents (1976-2016). Predict the reactants needed to synthesize the given product. (1) Given the product [O:1]=[C:2]1[CH2:7][N:6]([C:35](=[O:36])[CH2:34][N:31]2[C:32]3[C:28](=[CH:27][CH:26]=[C:25]([C:24]([F:38])([F:23])[F:39])[CH:33]=3)[CH2:29][CH2:30]2)[CH2:5][CH2:4][N:3]1[C:8]1[CH:9]=[CH:10][C:11]([S:14]([NH:17][C:18]2[S:22][N:21]=[CH:20][N:19]=2)(=[O:16])=[O:15])=[CH:12][CH:13]=1, predict the reactants needed to synthesize it. The reactants are: [O:1]=[C:2]1[CH2:7][NH:6][CH2:5][CH2:4][N:3]1[C:8]1[CH:13]=[CH:12][C:11]([S:14]([NH:17][C:18]2[S:22][N:21]=[CH:20][N:19]=2)(=[O:16])=[O:15])=[CH:10][CH:9]=1.[F:23][C:24]([F:39])([F:38])[C:25]1[CH:33]=[C:32]2[C:28]([CH2:29][CH2:30][N:31]2[CH2:34][C:35](O)=[O:36])=[CH:27][CH:26]=1.CN(C(ON1N=NC2C=CC=NC1=2)=[N+](C)C)C.F[P-](F)(F)(F)(F)F.C(=O)(O)[O-].[Na+]. (2) Given the product [CH2:1]([O:8][C:9]1[CH:10]=[CH:11][C:12]2[CH2:13][C@H:14]3[N:26]([CH2:27][CH:28]4[CH2:29][CH2:30]4)[CH2:25][CH2:24][C@:20]45[C:21]=2[C:22]=1[O:23][C@H:19]4[C@@H:18]([N:31]1[CH2:35][CH2:34][CH:33]([C:51](=[O:58])[C:52]2[CH:57]=[CH:56][CH:55]=[CH:54][CH:53]=2)[C:32]1=[O:36])[CH2:17][CH2:16][C@@:15]35[OH:37])[C:2]1[CH:3]=[CH:4][CH:5]=[CH:6][CH:7]=1, predict the reactants needed to synthesize it. The reactants are: [CH2:1]([O:8][C:9]1[CH:10]=[CH:11][C:12]2[CH2:13][C@H:14]3[N:26]([CH2:27][CH:28]4[CH2:30][CH2:29]4)[CH2:25][CH2:24][C@:20]45[C:21]=2[C:22]=1[O:23][C@H:19]4[C@@H:18]([N:31]1[CH2:35][CH2:34][CH2:33][C:32]1=[O:36])[CH2:17][CH2:16][C@@:15]35[OH:37])[C:2]1[CH:7]=[CH:6][CH:5]=[CH:4][CH:3]=1.[Li+].CC([N-]C(C)C)C.C1COCC1.[C:51](Cl)(=[O:58])[C:52]1[CH:57]=[CH:56][CH:55]=[CH:54][CH:53]=1.C(=O)([O-])O.[Na+]. (3) The reactants are: C(OC(=O)[NH:7][C:8]1[S:9][CH:10]=[C:11]([C:13](=[O:36])[NH:14][C:15]2[CH:20]=[CH:19][CH:18]=[C:17]([CH2:21][NH:22][C:23]3[C:32]4[C:27](=[C:28]([C:33](=[O:35])[NH2:34])[CH:29]=[CH:30][CH:31]=4)[N:26]=[CH:25][N:24]=3)[CH:16]=2)[N:12]=1)(C)(C)C.Cl. Given the product [NH2:7][C:8]1[S:9][CH:10]=[C:11]([C:13]([NH:14][C:15]2[CH:16]=[C:17]([CH:18]=[CH:19][CH:20]=2)[CH2:21][NH:22][C:23]2[C:32]3[C:27](=[C:28]([C:33]([NH2:34])=[O:35])[CH:29]=[CH:30][CH:31]=3)[N:26]=[CH:25][N:24]=2)=[O:36])[N:12]=1, predict the reactants needed to synthesize it. (4) The reactants are: [CH2:1]([C:12]1[N:16]=[C:15]([C:17]2[CH:24]=[CH:23][C:20]([CH:21]=O)=[CH:19][CH:18]=2)[O:14][N:13]=1)[CH2:2][CH2:3][CH2:4][CH2:5][CH2:6][CH2:7][CH2:8][CH2:9][CH2:10][CH3:11].[S:25]1[C:29]2[CH:30]=[CH:31][CH:32]=[CH:33][C:28]=2[C:27]([CH2:34][NH2:35])=[CH:26]1. Given the product [S:25]1[C:29]2[CH:30]=[CH:31][CH:32]=[CH:33][C:28]=2[C:27]([CH2:34][NH:35][CH2:21][C:20]2[CH:23]=[CH:24][C:17]([C:15]3[O:14][N:13]=[C:12]([CH2:1][CH2:2][CH2:3][CH2:4][CH2:5][CH2:6][CH2:7][CH2:8][CH2:9][CH2:10][CH3:11])[N:16]=3)=[CH:18][CH:19]=2)=[CH:26]1, predict the reactants needed to synthesize it. (5) Given the product [Cl:22][CH2:18][C:17]1[C:13]([C:10]2[CH:11]=[CH:12][C:7]([C:1]3[CH:6]=[CH:5][CH:4]=[CH:3][CH:2]=3)=[CH:8][CH:9]=2)=[N:14][O:15][CH:16]=1, predict the reactants needed to synthesize it. The reactants are: [C:1]1([C:7]2[CH:12]=[CH:11][C:10]([C:13]3[C:17]([CH2:18]O)=[CH:16][O:15][N:14]=3)=[CH:9][CH:8]=2)[CH:6]=[CH:5][CH:4]=[CH:3][CH:2]=1.S(Cl)([Cl:22])=O. (6) Given the product [NH2:18][C:16]1[CH:15]=[CH:14][CH:13]=[C:12]2[C:17]=1[C:9]([S:8][C:5]1[CH:4]=[CH:3][C:2]([Cl:1])=[CH:7][CH:6]=1)=[C:10]([CH3:25])[N:11]2[CH2:40][C:43]([O:45][CH2:46][CH3:48])=[O:44], predict the reactants needed to synthesize it. The reactants are: [Cl:1][C:2]1[CH:7]=[CH:6][C:5]([S:8][CH:9]2[C:17]3[C:12](=[CH:13][CH:14]=[CH:15][C:16]=3[N+:18]([O-])=O)[NH:11][C:10]2([CH3:25])CC(O)=O)=[CH:4][CH:3]=1.ClC1C=CC(SC2C3C(=CC=[C:40]([C:43]([O:45][CH3:46])=[O:44])C=3)NC=2C)=CC=1.[CH2:48](O)C. (7) Given the product [CH2:1]([O:8][C@H:9]1[C@H:15]([O:16][CH2:17][C:18]2[CH:19]=[CH:20][CH:21]=[CH:22][CH:23]=2)[C@@H:14]([O:24][CH2:25][C:26]2[CH:31]=[CH:30][CH:29]=[CH:28][CH:27]=2)[C@:13]2([C:33]3[CH:38]=[CH:37][C:36]([Cl:39])=[C:35]([CH2:40][C:41]4[CH:46]=[CH:45][C:44]([O:47][CH3:48])=[C:43]([F:49])[C:42]=4[F:50])[CH:34]=3)[O:32][C@@:10]1([C:51]([OH:54])=[O:52])[CH2:11][O:12]2)[C:2]1[CH:7]=[CH:6][CH:5]=[CH:4][CH:3]=1, predict the reactants needed to synthesize it. The reactants are: [CH2:1]([O:8][C@H:9]1[C@H:15]([O:16][CH2:17][C:18]2[CH:23]=[CH:22][CH:21]=[CH:20][CH:19]=2)[C@@H:14]([O:24][CH2:25][C:26]2[CH:31]=[CH:30][CH:29]=[CH:28][CH:27]=2)[C@:13]2([C:33]3[CH:38]=[CH:37][C:36]([Cl:39])=[C:35]([CH2:40][C:41]4[CH:46]=[CH:45][C:44]([O:47][CH3:48])=[C:43]([F:49])[C:42]=4[F:50])[CH:34]=3)[O:32][C@@:10]1([CH2:51][OH:52])[CH2:11][O:12]2)[C:2]1[CH:7]=[CH:6][CH:5]=[CH:4][CH:3]=1.C(=O)(O)[O-:54].[Na+].[Br-].[K+].Cl[O-].[Na+].Cl. (8) Given the product [CH2:1]([N:8]1[C:12](/[CH:13]=[C:22](/[C:21]2[CH:25]=[CH:26][C:27]([O:28][CH3:29])=[C:19]([O:18][CH3:17])[CH:20]=2)\[C:23]#[N:24])=[CH:11][N:10]=[C:9]1[S:15][CH3:16])[C:2]1[CH:7]=[CH:6][CH:5]=[CH:4][CH:3]=1, predict the reactants needed to synthesize it. The reactants are: [CH2:1]([N:8]1[C:12]([CH:13]=O)=[CH:11][N:10]=[C:9]1[S:15][CH3:16])[C:2]1[CH:7]=[CH:6][CH:5]=[CH:4][CH:3]=1.[CH3:17][O:18][C:19]1[CH:20]=[C:21]([CH:25]=[CH:26][C:27]=1[O:28][CH3:29])[CH2:22][C:23]#[N:24]. (9) Given the product [CH3:15][O:16][C:17]1[C:29]([O:30][CH3:31])=[CH:28][CH:27]=[CH:26][C:18]=1[CH:19]([N:20]1[CH2:21][CH2:22][O:23][CH2:24][CH2:25]1)[C:10]1[C:11]2[C:6](=[CH:5][CH:4]=[C:3]([O:2][CH3:1])[CH:12]=2)[CH:7]=[CH:8][C:9]=1[OH:13], predict the reactants needed to synthesize it. The reactants are: [CH3:1][O:2][C:3]1[CH:12]=[C:11]2[C:6]([CH:7]=[CH:8][C:9]([OH:13])=[CH:10]2)=[CH:5][CH:4]=1.[Cl-].[CH3:15][O:16][C:17]1[C:29]([O:30][CH3:31])=[CH:28][CH:27]=[CH:26][C:18]=1[CH:19]=[N+:20]1[CH2:25][CH2:24][O:23][CH2:22][CH2:21]1.